From a dataset of Forward reaction prediction with 1.9M reactions from USPTO patents (1976-2016). Predict the product of the given reaction. (1) Given the reactants Br[C:2]1[CH:11]=[C:10]2[C:5]([C:6]([NH:14][C:15]3[CH:20]=[CH:19][C:18]([S:21][C:22]4[N:23]([CH3:27])[CH:24]=[CH:25][N:26]=4)=[C:17]([Cl:28])[CH:16]=3)=[C:7]([C:12]#[N:13])[CH:8]=[N:9]2)=[CH:4][CH:3]=1.[CH3:29][N:30]1[CH2:35][CH2:34][N:33]([CH2:36][CH2:37]/[CH:38]=[CH:39]/[Sn](CCCC)(CCCC)CCCC)[CH2:32][CH2:31]1, predict the reaction product. The product is: [Cl:28][C:17]1[CH:16]=[C:15]([NH:14][C:6]2[C:5]3[C:10](=[CH:11][C:2](/[CH:39]=[CH:38]/[CH2:37][CH2:36][N:33]4[CH2:32][CH2:31][N:30]([CH3:29])[CH2:35][CH2:34]4)=[CH:3][CH:4]=3)[N:9]=[CH:8][C:7]=2[C:12]#[N:13])[CH:20]=[CH:19][C:18]=1[S:21][C:22]1[N:23]([CH3:27])[CH:24]=[CH:25][N:26]=1. (2) Given the reactants [F:1][C:2]([F:12])([F:11])[O:3][C:4]1[CH:9]=[CH:8][C:7]([OH:10])=[CH:6][CH:5]=1.S(Cl)([Cl:16])(=O)=O, predict the reaction product. The product is: [Cl:16][C:6]1[CH:5]=[C:4]([O:3][C:2]([F:11])([F:12])[F:1])[CH:9]=[CH:8][C:7]=1[OH:10]. (3) Given the reactants [CH3:1][C:2]1([CH3:32])[CH2:11][CH:10]=[C:9]([C:12]2[CH:13]=[CH:14][C:15]([CH3:18])=[N:16][CH:17]=2)[C:8]2[CH:7]=[C:6]([C:19]#[C:20][C:21]3[CH:31]=[CH:30][C:24]([C:25]([O:27]CC)=[O:26])=[CH:23][CH:22]=3)[CH:5]=[CH:4][C:3]1=2.O[Li].O, predict the reaction product. The product is: [CH3:1][C:2]1([CH3:32])[CH2:11][CH:10]=[C:9]([C:12]2[CH:13]=[CH:14][C:15]([CH3:18])=[N:16][CH:17]=2)[C:8]2[CH:7]=[C:6]([C:19]#[C:20][C:21]3[CH:22]=[CH:23][C:24]([C:25]([OH:27])=[O:26])=[CH:30][CH:31]=3)[CH:5]=[CH:4][C:3]1=2. (4) Given the reactants [CH3:1][N:2]([CH2:10][C@H:11]1[CH2:15][CH2:14][CH2:13][N:12]1C(OCC1C=CC=CC=1)=O)[C:3]([O:5][C:6]([CH3:9])([CH3:8])[CH3:7])=[O:4], predict the reaction product. The product is: [CH3:1][N:2]([CH2:10][C@H:11]1[CH2:15][CH2:14][CH2:13][NH:12]1)[C:3](=[O:4])[O:5][C:6]([CH3:9])([CH3:7])[CH3:8]. (5) Given the reactants [Cl:1][C:2]1[C:3]([CH3:24])=[C:4]([CH2:8][NH:9][C:10]2[N:11]=[C:12]([N:18]3[CH2:23][CH2:22][O:21][CH2:20][CH2:19]3)[S:13][C:14]=2[C:15]([NH2:17])=[O:16])[CH:5]=[CH:6][CH:7]=1.[CH3:25][O:26][CH2:27][C:28](Cl)=O, predict the reaction product. The product is: [Cl:1][C:2]1[C:3]([CH3:24])=[C:4]([CH2:8][N:9]2[C:10]3[N:11]=[C:12]([N:18]4[CH2:19][CH2:20][O:21][CH2:22][CH2:23]4)[S:13][C:14]=3[C:15](=[O:16])[N:17]=[C:28]2[CH2:27][O:26][CH3:25])[CH:5]=[CH:6][CH:7]=1. (6) Given the reactants Cl[CH2:2][C:3]1[N:7]([CH2:8][C@H:9]2[CH2:14][CH2:13][CH2:12][N:11]([C:15]([O:17][C:18]([CH3:21])([CH3:20])[CH3:19])=[O:16])[CH2:10]2)[C:6]2[CH:22]=[CH:23][CH:24]=[CH:25][C:5]=2[N:4]=1.[CH3:26][CH:27]([CH3:40])[CH2:28][NH:29][C@@H:30]1[C:39]2[N:38]=[CH:37][CH:36]=[CH:35][C:34]=2[CH2:33][CH2:32][CH2:31]1.CN(CC1N(C[C@@H]2CCCN(C(OC(C)(C)C)=O)C2)C2C=CC=CC=2N=1)[C@@H]1C2N=CC=CC=2CCC1, predict the reaction product. The product is: [CH3:26][CH:27]([CH3:40])[CH2:28][N:29]([CH2:2][C:3]1[N:7]([CH2:8][C@H:9]2[CH2:14][CH2:13][CH2:12][N:11]([C:15]([O:17][C:18]([CH3:21])([CH3:20])[CH3:19])=[O:16])[CH2:10]2)[C:6]2[CH:22]=[CH:23][CH:24]=[CH:25][C:5]=2[N:4]=1)[C@@H:30]1[C:39]2[N:38]=[CH:37][CH:36]=[CH:35][C:34]=2[CH2:33][CH2:32][CH2:31]1. (7) Given the reactants [Si]([O:8][CH2:9][C:10]1[CH:15]=[C:14]([O:16][CH3:17])[CH:13]=[CH:12][C:11]=1[NH:18][C:19](=[O:25])[CH2:20][C:21]([F:24])([F:23])[F:22])(C(C)(C)C)(C)C.CCCC[N+](CCCC)(CCCC)CCCC.[F-], predict the reaction product. The product is: [F:22][C:21]([F:23])([F:24])[CH2:20][C:19]([NH:18][C:11]1[CH:12]=[CH:13][C:14]([O:16][CH3:17])=[CH:15][C:10]=1[CH2:9][OH:8])=[O:25]. (8) Given the reactants [H-].[Na+].[CH:3]1([N:7]2[CH2:13][CH2:12][C:11]3[CH:14]=[CH:15][C:16]([NH:18][C:19](=[O:32])[C:20]4[CH:25]=[CH:24][C:23]([C:26]5[CH:31]=[N:30][CH:29]=[CH:28][N:27]=5)=[CH:22][CH:21]=4)=[CH:17][C:10]=3[CH2:9][CH2:8]2)[CH2:6][CH2:5][CH2:4]1.[CH3:33]I, predict the reaction product. The product is: [CH:3]1([N:7]2[CH2:13][CH2:12][C:11]3[CH:14]=[CH:15][C:16]([N:18]([CH3:33])[C:19](=[O:32])[C:20]4[CH:25]=[CH:24][C:23]([C:26]5[CH:31]=[N:30][CH:29]=[CH:28][N:27]=5)=[CH:22][CH:21]=4)=[CH:17][C:10]=3[CH2:9][CH2:8]2)[CH2:4][CH2:5][CH2:6]1. (9) The product is: [NH:19]1[C:23]2[CH:24]=[CH:25][CH:26]=[CH:27][C:22]=2[N:21]=[C:20]1[NH:28][CH2:29][CH:30]1[CH2:35][CH2:34][N:33]([CH2:27][CH2:22][CH2:23][CH2:24][C:1]2[CH:2]=[CH:16][CH:15]=[CH:38][CH:37]=2)[CH2:32][CH2:31]1. Given the reactants [C:1](O)(=O)[CH3:2].C(O[BH-](O[C:15](=O)[CH3:16])OC(=O)C)(=O)C.[Na+].[NH:19]1[C:23]2[CH:24]=[CH:25][CH:26]=[CH:27][C:22]=2[N:21]=[C:20]1[NH:28][CH2:29][CH:30]1[CH2:35][CH2:34][NH:33][CH2:32][CH2:31]1.Cl[CH:37](Cl)[CH3:38], predict the reaction product. (10) Given the reactants [Cl:1][C:2]1[CH:7]=[CH:6][C:5]([CH2:8][NH:9][C:10]([C:12]2[NH:13][C:14]3[C:19]([CH:20]=2)=[CH:18][C:17]([O:21][CH2:22][C@@H:23]2[O:28][CH2:27][CH2:26][NH:25][CH2:24]2)=[CH:16][CH:15]=3)=[O:11])=[C:4]([F:29])[C:3]=1[O:30][C:31]1[CH:36]=[C:35]([C:37]#[N:38])[CH:34]=[C:33]([Cl:39])[CH:32]=1.Cl, predict the reaction product. The product is: [ClH:1].[Cl:1][C:2]1[CH:7]=[CH:6][C:5]([CH2:8][NH:9][C:10]([C:12]2[NH:13][C:14]3[C:19]([CH:20]=2)=[CH:18][C:17]([O:21][CH2:22][C@@H:23]2[O:28][CH2:27][CH2:26][NH:25][CH2:24]2)=[CH:16][CH:15]=3)=[O:11])=[C:4]([F:29])[C:3]=1[O:30][C:31]1[CH:36]=[C:35]([C:37]#[N:38])[CH:34]=[C:33]([Cl:39])[CH:32]=1.